From a dataset of NCI-60 drug combinations with 297,098 pairs across 59 cell lines. Regression. Given two drug SMILES strings and cell line genomic features, predict the synergy score measuring deviation from expected non-interaction effect. (1) Drug 1: CCC1=CC2CC(C3=C(CN(C2)C1)C4=CC=CC=C4N3)(C5=C(C=C6C(=C5)C78CCN9C7C(C=CC9)(C(C(C8N6C)(C(=O)OC)O)OC(=O)C)CC)OC)C(=O)OC.C(C(C(=O)O)O)(C(=O)O)O. Drug 2: CC1C(C(CC(O1)OC2CC(CC3=C2C(=C4C(=C3O)C(=O)C5=CC=CC=C5C4=O)O)(C(=O)C)O)N)O. Cell line: ACHN. Synergy scores: CSS=49.2, Synergy_ZIP=-0.294, Synergy_Bliss=0.306, Synergy_Loewe=-16.6, Synergy_HSA=0.460. (2) Drug 1: CNC(=O)C1=CC=CC=C1SC2=CC3=C(C=C2)C(=NN3)C=CC4=CC=CC=N4. Drug 2: CC(C1=C(C=CC(=C1Cl)F)Cl)OC2=C(N=CC(=C2)C3=CN(N=C3)C4CCNCC4)N. Cell line: SK-MEL-2. Synergy scores: CSS=0.965, Synergy_ZIP=-0.335, Synergy_Bliss=3.36, Synergy_Loewe=-0.618, Synergy_HSA=-0.333. (3) Drug 1: C1CCC(CC1)NC(=O)N(CCCl)N=O. Drug 2: CC1=C(C(CCC1)(C)C)C=CC(=CC=CC(=CC(=O)O)C)C. Cell line: NCI-H522. Synergy scores: CSS=20.3, Synergy_ZIP=-5.82, Synergy_Bliss=0.158, Synergy_Loewe=1.99, Synergy_HSA=2.42.